This data is from Peptide-MHC class I binding affinity with 185,985 pairs from IEDB/IMGT. The task is: Regression. Given a peptide amino acid sequence and an MHC pseudo amino acid sequence, predict their binding affinity value. This is MHC class I binding data. (1) The peptide sequence is GVTLFFLSGK. The MHC is HLA-A03:01 with pseudo-sequence HLA-A03:01. The binding affinity (normalized) is 0.762. (2) The peptide sequence is PTDYAKPQY. The MHC is HLA-A01:01 with pseudo-sequence HLA-A01:01. The binding affinity (normalized) is 0.633. (3) The peptide sequence is GLKELGDWV. The MHC is HLA-B15:09 with pseudo-sequence HLA-B15:09. The binding affinity (normalized) is 0.0847. (4) The peptide sequence is TAPTIAPTT. The MHC is Mamu-A01 with pseudo-sequence Mamu-A01. The binding affinity (normalized) is 0.213. (5) The peptide sequence is KAVYNFATMG. The MHC is H-2-Db with pseudo-sequence H-2-Db. The binding affinity (normalized) is 0.157. (6) The peptide sequence is ATITTGVL. The MHC is H-2-Kb with pseudo-sequence H-2-Kb. The binding affinity (normalized) is 0.182.